This data is from Full USPTO retrosynthesis dataset with 1.9M reactions from patents (1976-2016). The task is: Predict the reactants needed to synthesize the given product. (1) Given the product [F:2][C:3]1[CH:8]=[CH:7][C:6]([N:9]2[CH2:14][CH2:13][N:12]([S:15]([CH2:18][CH:19]([CH2:22][C:23]3[CH:24]=[CH:25][CH:26]=[CH:27][CH:28]=3)[CH2:20][O:21][S:15]([CH3:18])(=[O:17])=[O:16])(=[O:17])=[O:16])[CH2:11][CH2:10]2)=[CH:5][CH:4]=1, predict the reactants needed to synthesize it. The reactants are: [Cl-].[F:2][C:3]1[CH:8]=[CH:7][C:6]([N:9]2[CH2:14][CH2:13][N:12]([S:15]([CH2:18][CH:19]([CH2:22][C:23]3[CH:28]=[CH:27][CH:26]=[CH:25][CH:24]=3)[CH2:20][OH:21])(=[O:17])=[O:16])[CH2:11][CH2:10]2)=[CH:5][CH:4]=1.C(N(CC)CC)C. (2) The reactants are: Cl[C:2]1[N:9]=[CH:8][CH:7]=[C:6]([C:10]2[CH:15]=[CH:14][CH:13]=[CH:12][CH:11]=2)[C:3]=1[C:4]#[N:5].O.[NH2:17][NH2:18]. Given the product [C:10]1([C:6]2[CH:7]=[CH:8][N:9]=[C:2]3[NH:17][N:18]=[C:4]([NH2:5])[C:3]=23)[CH:11]=[CH:12][CH:13]=[CH:14][CH:15]=1, predict the reactants needed to synthesize it. (3) Given the product [Br:1][C:2]1[N:7]=[C:6]([C:8](=[O:11])[NH:9][CH3:10])[C:5]([NH:12][C:13]2[C:18]([C:19]([F:21])([F:20])[F:22])=[CH:17][N:16]=[C:15]([NH:23][C:24]3[CH:38]=[CH:37][C:27]([CH2:28][P:29](=[O:33])([OH:36])[O:30][CH2:31][CH3:32])=[CH:26][C:25]=3[Cl:39])[N:14]=2)=[CH:4][CH:3]=1, predict the reactants needed to synthesize it. The reactants are: [Br:1][C:2]1[N:7]=[C:6]([C:8](=[O:11])[NH:9][CH3:10])[C:5]([NH:12][C:13]2[C:18]([C:19]([F:22])([F:21])[F:20])=[CH:17][N:16]=[C:15]([NH:23][C:24]3[CH:38]=[CH:37][C:27]([CH2:28][P:29](=[O:36])([O:33]CC)[O:30][CH2:31][CH3:32])=[CH:26][C:25]=3[Cl:39])[N:14]=2)=[CH:4][CH:3]=1.[I-].[Na+].N1C=CC=CC=1. (4) Given the product [NH2:13][CH2:10][C@H:9]([OH:11])[CH2:8][O:1][C:2]1[CH:7]=[CH:6][CH:5]=[CH:4][CH:3]=1, predict the reactants needed to synthesize it. The reactants are: [O:1]([CH2:8][C@H:9]1[O:11][CH2:10]1)[C:2]1[CH:7]=[CH:6][CH:5]=[CH:4][CH:3]=1.[OH-].[NH4+:13]. (5) The reactants are: Cl[C:2]1[C:3]2[N:18]=[C:17]([C:19]3[CH:24]=[C:23]([CH3:25])[C:22]([O:26][CH3:27])=[C:21]([CH3:28])[CH:20]=3)[O:16][C:4]=2[N:5]=[C:6]([CH2:8][C:9]2[CH:14]=[CH:13][C:12]([Cl:15])=[CH:11][CH:10]=2)[N:7]=1.[CH:29]([Mg]Br)([CH3:31])[CH3:30]. Given the product [Cl:15][C:12]1[CH:11]=[CH:10][C:9]([CH2:8][C:6]2[N:7]=[C:2]([CH:29]([CH3:31])[CH3:30])[C:3]3[N:18]=[C:17]([C:19]4[CH:24]=[C:23]([CH3:25])[C:22]([O:26][CH3:27])=[C:21]([CH3:28])[CH:20]=4)[O:16][C:4]=3[N:5]=2)=[CH:14][CH:13]=1, predict the reactants needed to synthesize it. (6) Given the product [NH2:27][C:8]1[N:7]=[C:6]([O:5][CH2:1][CH2:2][CH2:3][CH3:4])[N:14]=[C:13]2[C:9]=1[NH:10][C:11](=[O:25])[N:12]2[CH2:15][CH2:16][CH2:17][CH2:18][CH:19]1[CH2:24][CH2:23][N:22]([CH:29]([CH3:31])[CH3:30])[CH2:21][CH2:20]1, predict the reactants needed to synthesize it. The reactants are: [CH2:1]([O:5][C:6]1[N:14]=[C:13]2[C:9]([N:10]=[C:11]([O:25]C)[N:12]2[CH2:15][CH2:16][CH2:17][CH2:18][CH:19]2[CH2:24][CH2:23][NH:22][CH2:21][CH2:20]2)=[C:8]([NH2:27])[N:7]=1)[CH2:2][CH2:3][CH3:4].I[CH:29]([CH3:31])[CH3:30].